From a dataset of Peptide-MHC class I binding affinity with 185,985 pairs from IEDB/IMGT. Regression. Given a peptide amino acid sequence and an MHC pseudo amino acid sequence, predict their binding affinity value. This is MHC class I binding data. (1) The peptide sequence is YIDNTTSWY. The MHC is HLA-B08:01 with pseudo-sequence HLA-B08:01. The binding affinity (normalized) is 0.0847. (2) The peptide sequence is GINDRNFWR. The binding affinity (normalized) is 0.230. The MHC is HLA-A03:01 with pseudo-sequence HLA-A03:01. (3) The peptide sequence is ETMETLLLLG. The MHC is HLA-A26:01 with pseudo-sequence HLA-A26:01. The binding affinity (normalized) is 0.238. (4) The peptide sequence is GEVLSLDKL. The MHC is HLA-B45:01 with pseudo-sequence HLA-B45:01. The binding affinity (normalized) is 0.0982. (5) The peptide sequence is TETLAGAW. The MHC is Mamu-B52 with pseudo-sequence Mamu-B52. The binding affinity (normalized) is 0.337.